From a dataset of Catalyst prediction with 721,799 reactions and 888 catalyst types from USPTO. Predict which catalyst facilitates the given reaction. (1) Reactant: [CH3:1][C:2]1[C:6]2[CH:7]=[CH:8][C:9]([C:11]([F:14])([F:13])[F:12])=[CH:10][C:5]=2[S:4][C:3]=1[CH:15]([CH2:19][CH2:20][CH2:21][CH3:22])[CH2:16][CH2:17]O.C1(P(C2C=CC=CC=2)C2C=CC=CC=2)C=CC=CC=1.C(Br)(Br)(Br)[Br:43]. Product: [Br:43][CH2:17][CH2:16][CH:15]([C:3]1[S:4][C:5]2[CH:10]=[C:9]([C:11]([F:14])([F:13])[F:12])[CH:8]=[CH:7][C:6]=2[C:2]=1[CH3:1])[CH2:19][CH2:20][CH2:21][CH3:22]. The catalyst class is: 2. (2) Product: [CH3:26][O:25][C:23](=[O:24])[CH2:22][N:16]1[C:17]2[C:13](=[CH:12][C:11]([N:6]3[CH:7]=[CH:8][C:9]4[O:10][C:2]([Br:1])=[CH:3][C:4]=4[C:5]3=[O:20])=[CH:19][CH:18]=2)[CH:14]=[N:15]1. Reactant: [Br:1][C:2]1[O:10][C:9]2[CH:8]=[CH:7][N:6]([C:11]3[CH:12]=[C:13]4[C:17](=[CH:18][CH:19]=3)[NH:16][N:15]=[CH:14]4)[C:5](=[O:20])[C:4]=2[CH:3]=1.Br[CH2:22][C:23]([O:25][CH3:26])=[O:24].C([O-])([O-])=O.[Cs+].[Cs+]. The catalyst class is: 58. (3) Reactant: [H-].[Na+].[NH2:3][C:4]1[CH:9]=[CH:8][CH:7]=[CH:6][N:5]=1.Cl[C:11]1[S:12][C:13]([C:16]#[N:17])=[CH:14][N:15]=1. Product: [N:5]1[CH:6]=[CH:7][CH:8]=[CH:9][C:4]=1[NH:3][C:11]1[S:12][C:13]([C:16]#[N:17])=[CH:14][N:15]=1. The catalyst class is: 1. (4) Reactant: [F:1][C:2]1[CH:20]=[C:19]([O:21][CH2:22][C:23]2[N:24]=[C:25]([C:28]3[CH:36]=[CH:35][C:31]([C:32]([OH:34])=O)=[CH:30][CH:29]=3)[S:26][CH:27]=2)[C:5]2[CH:6]=[C:7]([C:9]3[N:10]=[C:11]4[N:15]([CH:16]=3)[N:14]=[C:13]([O:17][CH3:18])[S:12]4)[O:8][C:4]=2[CH:3]=1.C(N(C(C)C)CC)(C)C.[CH2:46]([NH:48][CH2:49][CH2:50][C:51]#[N:52])[CH3:47].CN(C(ON1N=NC2C=CC=NC1=2)=[N+](C)C)C.F[P-](F)(F)(F)(F)F. Product: [C:51]([CH2:50][CH2:49][N:48]([CH2:46][CH3:47])[C:32](=[O:34])[C:31]1[CH:35]=[CH:36][C:28]([C:25]2[S:26][CH:27]=[C:23]([CH2:22][O:21][C:19]3[C:5]4[CH:6]=[C:7]([C:9]5[N:10]=[C:11]6[N:15]([CH:16]=5)[N:14]=[C:13]([O:17][CH3:18])[S:12]6)[O:8][C:4]=4[CH:3]=[C:2]([F:1])[CH:20]=3)[N:24]=2)=[CH:29][CH:30]=1)#[N:52]. The catalyst class is: 9. (5) Reactant: [CH:1]1([N:6]2[CH2:11][CH2:10][N:9]([C:12]([C:14]3[CH:15]=[C:16]4[C:20](=[CH:21][CH:22]=3)[NH:19][C:18]([C:23](O)=[O:24])=[CH:17]4)=[O:13])[CH2:8][CH2:7]2)[CH2:5][CH2:4][CH2:3][CH2:2]1.Cl.F[B-](F)(F)F.N1(OC(N(C)C)=[N+](C)C)C2C=CC=CC=2N=N1.[NH:49]1[CH2:54][CH2:53][S:52](=[O:56])(=[O:55])[CH2:51][CH2:50]1.C(N(CC)C(C)C)(C)C. Product: [CH:1]1([N:6]2[CH2:11][CH2:10][N:9]([C:12]([C:14]3[CH:15]=[C:16]4[C:20](=[CH:21][CH:22]=3)[NH:19][C:18]([C:23]([N:49]3[CH2:54][CH2:53][S:52](=[O:56])(=[O:55])[CH2:51][CH2:50]3)=[O:24])=[CH:17]4)=[O:13])[CH2:8][CH2:7]2)[CH2:2][CH2:3][CH2:4][CH2:5]1. The catalyst class is: 9. (6) Reactant: [Cl:1][C:2]1[C:37]([C:38]([F:41])([F:40])[F:39])=[CH:36][CH:35]=[CH:34][C:3]=1[CH2:4][N:5]([CH2:20][CH:21]([C:28]1[CH:33]=[CH:32][CH:31]=[CH:30][CH:29]=1)[C:22]1[CH:27]=[CH:26][CH:25]=[CH:24][CH:23]=1)[CH2:6][CH2:7][CH2:8][O:9][C:10]1[CH:11]=[C:12]([CH2:16][C:17]([OH:19])=[O:18])[CH:13]=[CH:14][CH:15]=1.[CH:42]([N-]C(C)C)(C)[CH3:43].[Li+].ICC. Product: [Cl:1][C:2]1[C:37]([C:38]([F:39])([F:40])[F:41])=[CH:36][CH:35]=[CH:34][C:3]=1[CH2:4][N:5]([CH2:20][CH:21]([C:22]1[CH:27]=[CH:26][CH:25]=[CH:24][CH:23]=1)[C:28]1[CH:29]=[CH:30][CH:31]=[CH:32][CH:33]=1)[CH2:6][CH2:7][CH2:8][O:9][C:10]1[CH:11]=[C:12]([CH:16]([CH2:42][CH3:43])[C:17]([OH:19])=[O:18])[CH:13]=[CH:14][CH:15]=1. The catalyst class is: 1.